This data is from Forward reaction prediction with 1.9M reactions from USPTO patents (1976-2016). The task is: Predict the product of the given reaction. (1) Given the reactants [CH:1]1[C:13]2[C:12]([C:21]3[CH:26]=[CH:25][C:24]([OH:27])=[CH:23][CH:22]=3)([C:14]3[CH:19]=[CH:18][C:17]([OH:20])=[CH:16][CH:15]=3)[C:11]3[C:6](=[CH:7][CH:8]=[CH:9][CH:10]=3)[C:5]=2[CH:4]=[CH:3][CH:2]=1.[CH2:28](Br)[CH:29]=[CH2:30].C([O-])([O-])=O.[K+].[K+].[CH3:38][C:39]([CH3:41])=O, predict the reaction product. The product is: [CH2:28]([O:27][C:24]1[CH:23]=[CH:22][C:21]([C:12]2([C:14]3[CH:19]=[CH:18][C:17]([O:20][CH2:41][CH:39]=[CH2:38])=[CH:16][CH:15]=3)[C:11]3[CH:10]=[CH:9][CH:8]=[CH:7][C:6]=3[C:5]3[C:13]2=[CH:1][CH:2]=[CH:3][CH:4]=3)=[CH:26][CH:25]=1)[CH:29]=[CH2:30]. (2) Given the reactants [CH3:1][O:2][C:3]1[CH:8]=[CH:7][C:6]([N+:9]([O-:11])=[O:10])=[CH:5][C:4]=1[OH:12].C(N(CC)CC)C.[C:20](Cl)(=[O:25])[C:21]([CH3:24])([CH3:23])[CH3:22].Cl, predict the reaction product. The product is: [CH3:22][C:21]([CH3:24])([CH3:23])[C:20]([O:12][C:4]1[CH:5]=[C:6]([N+:9]([O-:11])=[O:10])[CH:7]=[CH:8][C:3]=1[O:2][CH3:1])=[O:25]. (3) Given the reactants Cl[C:2]1[N:7]=[C:6]([NH:8][C:9]2[C:10]3[CH:11]=[N:12][N:13](CC4C=CC(OC)=CC=4)[C:14]=3[CH:15]=[CH:16][CH:17]=2)[CH:5]=[CH:4][N:3]=1.[O:27]1[CH2:32][CH2:31][N:30]([C:33]2[CH:38]=[C:37]([NH2:39])[CH:36]=[C:35]([N:40]3[CH2:45][CH2:44][O:43][CH2:42][CH2:41]3)[N:34]=2)[CH2:29][CH2:28]1.C1(OC)C=CC=CC=1, predict the reaction product. The product is: [O:27]1[CH2:32][CH2:31][N:30]([C:33]2[CH:38]=[C:37]([NH:39][C:2]3[N:7]=[C:6]([NH:8][C:9]4[CH:17]=[CH:16][CH:15]=[C:14]5[C:10]=4[CH:11]=[N:12][NH:13]5)[CH:5]=[CH:4][N:3]=3)[CH:36]=[C:35]([N:40]3[CH2:41][CH2:42][O:43][CH2:44][CH2:45]3)[N:34]=2)[CH2:29][CH2:28]1. (4) Given the reactants [OH:1][CH2:2][C:3]([NH:6][C:7]([C:9]1[C:10]2[CH2:11][C@H:12]3[CH2:24][C@H:13]3[C:14]=2[N:15]([C:17]2[CH:22]=[N:21][CH:20]=[C:19](Cl)[N:18]=2)[N:16]=1)=[O:8])([CH3:5])[CH3:4].[CH3:25][OH:26].C[O-].[Na+].Cl, predict the reaction product. The product is: [OH:1][CH2:2][C:3]([NH:6][C:7]([C:9]1[C:10]2[CH2:11][C@H:12]3[CH2:24][C@H:13]3[C:14]=2[N:15]([C:17]2[CH:22]=[N:21][CH:20]=[C:19]([O:26][CH3:25])[N:18]=2)[N:16]=1)=[O:8])([CH3:5])[CH3:4]. (5) Given the reactants C(P(C(C)(C)C)C1C(OC)=CC=C(OC)C=1C1C(C(C)C)=CC(C(C)C)=CC=1C(C)C)(C)(C)C.[O-]P([O-])([O-])=O.[K+].[K+].[K+].CC1CCCO1.FC(F)(S(O[C:66]1[CH:75]=[CH:74][C:73]2[C:68](=[CH:69][CH:70]=[C:71]([C:76]3[CH:81]=[C:80]([N:82]4[CH:87]=[CH:86][C:85](=[O:88])[NH:84][C:83]4=[O:89])[CH:79]=[C:78]([C:90]([CH3:93])([CH3:92])[CH3:91])[C:77]=3[O:94][CH3:95])[CH:72]=2)[CH:67]=1)(=O)=O)C(F)(F)OC(F)(F)C(F)(F)F.[CH3:97][S:98]([NH2:101])(=[O:100])=[O:99], predict the reaction product. The product is: [C:90]([C:78]1[C:77]([O:94][CH3:95])=[C:76]([C:71]2[CH:72]=[C:73]3[C:68](=[CH:69][CH:70]=2)[CH:67]=[C:66]([NH:101][S:98]([CH3:97])(=[O:100])=[O:99])[CH:75]=[CH:74]3)[CH:81]=[C:80]([N:82]2[CH:87]=[CH:86][C:85](=[O:88])[NH:84][C:83]2=[O:89])[CH:79]=1)([CH3:92])([CH3:91])[CH3:93]. (6) Given the reactants [Cl:1][C:2]1[CH:3]=[C:4]([CH:9](O)[CH2:10][C@H:11]2[CH2:15][CH2:14][CH2:13][N:12]2[C:16]([O:18][C:19]([CH3:22])([CH3:21])[CH3:20])=[O:17])[CH:5]=[CH:6][C:7]=1[F:8].[C:24]1(=[O:34])[C:32]2[C:27](=[CH:28][CH:29]=[CH:30][CH:31]=2)[C:26](=[O:33])[NH:25]1.C1C=CC(P(C2C=CC=CC=2)C2C=CC=CC=2)=CC=1.CCOC(/N=N/C(OCC)=O)=O, predict the reaction product. The product is: [Cl:1][C:2]1[CH:3]=[C:4]([CH:9]([N:25]2[C:26](=[O:33])[C:27]3[C:32](=[CH:31][CH:30]=[CH:29][CH:28]=3)[C:24]2=[O:34])[CH2:10][C@H:11]2[CH2:15][CH2:14][CH2:13][N:12]2[C:16]([O:18][C:19]([CH3:22])([CH3:21])[CH3:20])=[O:17])[CH:5]=[CH:6][C:7]=1[F:8].